This data is from Tyrosyl-DNA phosphodiesterase HTS with 341,365 compounds. The task is: Binary Classification. Given a drug SMILES string, predict its activity (active/inactive) in a high-throughput screening assay against a specified biological target. The drug is O=C(Nc1c(cc(cc1C)C)C)C1N(CCC1)CCOC(=O)c1cc([N+]([O-])=O)ccc1. The result is 0 (inactive).